From a dataset of Reaction yield outcomes from USPTO patents with 853,638 reactions. Predict the reaction yield, written as a fraction of the theoretical maximum amount of product (1.0 means a 100% yield; for example, 0.34 means a 34% yield). (1) The reactants are [C:1](N1C=CN=C1)(N1C=CN=C1)=[O:2].[SH:13][CH2:14][C:15]1[S:19][C:18]([CH2:20][CH2:21][C:22]2[N:23]=[C:24]([NH:27][C:28](=[O:30])[CH3:29])[S:25][CH:26]=2)=[CH:17][CH:16]=1.[C:31]([O:35][C:36]([CH3:39])([CH3:38])[CH3:37])(=[O:34])[NH:32][NH2:33]. The catalyst is O1CCCC1. The product is [C:28]([NH:27][C:24]1[S:25][CH:26]=[C:22]([CH2:21][CH2:20][C:18]2[S:19][C:15]([CH2:14][S:13][C:1]([NH:33][NH:32][C:31]([O:35][C:36]([CH3:39])([CH3:38])[CH3:37])=[O:34])=[O:2])=[CH:16][CH:17]=2)[N:23]=1)(=[O:30])[CH3:29]. The yield is 0.518. (2) The catalyst is O. The product is [C:34]([C:33]1[CH:36]=[CH:37][C:30]([CH2:29][N:21]([CH2:20][CH2:19][N:14]2[CH2:15][CH:16]3[O:18][CH:12]([CH2:11][N:10]([CH2:9][C:8]4[CH:7]=[CH:6][C:5]([C:3]#[N:4])=[CH:27][CH:26]=4)[CH2:17]3)[CH2:13]2)[S:22]([CH3:25])(=[O:24])=[O:23])=[CH:31][CH:32]=1)#[N:35]. The yield is 0.549. The reactants are [H-].[Na+].[C:3]([C:5]1[CH:27]=[CH:26][C:8]([CH2:9][N:10]2[CH2:17][CH:16]3[O:18][CH:12]([CH2:13][N:14]([CH2:19][CH2:20][NH:21][S:22]([CH3:25])(=[O:24])=[O:23])[CH2:15]3)[CH2:11]2)=[CH:7][CH:6]=1)#[N:4].Br[CH2:29][C:30]1[CH:37]=[CH:36][C:33]([C:34]#[N:35])=[CH:32][CH:31]=1. (3) The product is [F:30][C:27]1[CH:28]=[CH:29][C:24]([CH:22]2[CH2:23][CH:21]2[CH2:20][N:18]([CH3:19])[C:12]2[CH:11]=[CH:10][N:9]3[C:4]([CH2:3][C:2]([F:32])([F:31])[F:1])=[N:6][N:7]=[C:8]3[C:13]=2[C:14]([F:17])([F:16])[F:15])=[CH:25][CH:26]=1. The reactants are [F:1][C:2]([F:32])([F:31])[CH2:3][C:4]([NH:6][NH:7][C:8]1[C:13]([C:14]([F:17])([F:16])[F:15])=[C:12]([N:18]([CH2:20][CH:21]2[CH2:23][CH:22]2[C:24]2[CH:29]=[CH:28][C:27]([F:30])=[CH:26][CH:25]=2)[CH3:19])[CH:11]=[CH:10][N:9]=1)=O.CC[N+](S(N=C(OC)[O-])(=O)=O)(CC)CC. The catalyst is C1COCC1.CCOC(C)=O. The yield is 0.265. (4) The reactants are [Br:1][C:2]1[CH:3]=[C:4]([S:10](Cl)(=[O:12])=[O:11])[CH:5]=[CH:6][C:7]=1[O:8][CH3:9].C(N(CC)CC)C.[C:21]([NH2:25])([CH3:24])([CH3:23])[CH3:22].C(O)(=O)CC(CC(O)=O)(C(O)=O)O. The catalyst is ClCCl. The product is [Br:1][C:2]1[CH:3]=[C:4]([S:10]([NH:25][C:21]([CH3:24])([CH3:23])[CH3:22])(=[O:12])=[O:11])[CH:5]=[CH:6][C:7]=1[O:8][CH3:9]. The yield is 0.770. (5) The reactants are I.[NH2:2][NH:3][C:4]([NH:7][CH3:8])=[N:5][CH3:6].Cl.[C:10](Cl)(=O)[C:11]1[CH:16]=[CH:15][N:14]=[CH:13][CH:12]=1.C([O-])([O-])=O.[K+].[K+]. The catalyst is N1C=CC=CC=1. The product is [CH3:8][NH:7][C:4]1[N:5]([CH3:6])[C:10]([C:11]2[CH:16]=[CH:15][N:14]=[CH:13][CH:12]=2)=[N:2][N:3]=1. The yield is 0.260. (6) The reactants are C(OC([N:8]1[CH2:13][CH2:12][N:11]([CH2:14][CH2:15][CH2:16][O:17][C:18]2[CH:23]=[CH:22][C:21]([C:24]([N:26]3[CH2:35][CH2:34][C:33]4[N:32]=[C:31]([CH3:36])[N:30]([CH2:37][C:38]5[CH:43]=[CH:42][CH:41]=[CH:40][CH:39]=5)[C:29]=4[C:28]4[CH:44]=[CH:45][CH:46]=[CH:47][C:27]3=4)=[O:25])=[CH:20][C:19]=2[CH3:48])[CH2:10][CH2:9]1)=O)(C)(C)C.[ClH:49]. The catalyst is CO.O1CCOCC1. The product is [ClH:49].[ClH:49].[CH2:37]([N:30]1[C:29]2[C:28]3[CH:44]=[CH:45][CH:46]=[CH:47][C:27]=3[N:26]([C:24]([C:21]3[CH:22]=[CH:23][C:18]([O:17][CH2:16][CH2:15][CH2:14][N:11]4[CH2:12][CH2:13][NH:8][CH2:9][CH2:10]4)=[C:19]([CH3:48])[CH:20]=3)=[O:25])[CH2:35][CH2:34][C:33]=2[N:32]=[C:31]1[CH3:36])[C:38]1[CH:39]=[CH:40][CH:41]=[CH:42][CH:43]=1. The yield is 0.980. (7) The reactants are CO.[NH2:3][CH:4]([CH2:8][CH2:9][S:10][CH3:11])[C:5]([OH:7])=[O:6].[CH3:12][Si](C=[N+]=[N-])(C)C. The catalyst is CCCCCC. The product is [NH2:3][CH:4]([CH2:8][CH2:9][S:10][CH3:11])[C:5]([O:7][CH3:12])=[O:6]. The yield is 0.0900. (8) The reactants are [C:1]([O:5][C:6](=[O:23])[NH:7][CH:8]([C:14]1[C:19]([CH2:20][OH:21])=[CH:18][C:17]([Cl:22])=[CH:16][N:15]=1)[CH:9]1[CH2:13][CH2:12][O:11][CH2:10]1)([CH3:4])([CH3:3])[CH3:2].CCN(CC)CC.[C:31]1([CH3:41])[CH:36]=[CH:35][C:34]([S:37]([Cl:40])(=[O:39])=[O:38])=[CH:33][CH:32]=1. The catalyst is C(Cl)Cl. The product is [C:1]([O:5][C:6]([NH:7][CH:8]([CH:9]1[CH2:13][CH2:12][O:11][CH2:10]1)[C:14]1[C:19]([CH2:20][O:21][S:37]([C:34]2[CH:35]=[CH:36][C:31]([CH3:41])=[CH:32][CH:33]=2)(=[O:39])=[O:38])=[CH:18][C:17]([Cl:22])=[CH:16][N:15]=1)=[O:23])([CH3:4])([CH3:2])[CH3:3].[C:1]([O:5][C:6](=[O:23])[NH:7][CH:8]([C:14]1[C:19]([CH2:20][Cl:40])=[CH:18][C:17]([Cl:22])=[CH:16][N:15]=1)[CH:9]1[CH2:13][CH2:12][O:11][CH2:10]1)([CH3:4])([CH3:3])[CH3:2]. The yield is 0.540.